This data is from Full USPTO retrosynthesis dataset with 1.9M reactions from patents (1976-2016). The task is: Predict the reactants needed to synthesize the given product. (1) Given the product [CH2:1]([NH:3][C:4]([C:6]1[C:10]([I:36])=[C:9]([C:11]2[CH:16]=[C:15]([CH:17]([CH3:19])[CH3:18])[C:14]([O:20][CH2:21][C:22]3[CH:23]=[CH:24][CH:25]=[CH:26][CH:27]=3)=[CH:13][C:12]=2[O:28][CH2:29][C:30]2[CH:31]=[CH:32][CH:33]=[CH:34][CH:35]=2)[O:8][N:7]=1)=[O:5])[CH3:2], predict the reactants needed to synthesize it. The reactants are: [CH2:1]([NH:3][C:4]([C:6]1[CH:10]=[C:9]([C:11]2[CH:16]=[C:15]([CH:17]([CH3:19])[CH3:18])[C:14]([O:20][CH2:21][C:22]3[CH:27]=[CH:26][CH:25]=[CH:24][CH:23]=3)=[CH:13][C:12]=2[O:28][CH2:29][C:30]2[CH:35]=[CH:34][CH:33]=[CH:32][CH:31]=2)[O:8][N:7]=1)=[O:5])[CH3:2].[I:36]N1C(=O)CCC1=O. (2) Given the product [CH2:1]([O:3][C:4]([C:6]1[C:15]2[C:10](=[CH:11][C:12]([C:17]#[CH:18])=[C:13]([CH3:16])[CH:14]=2)[C:9]([CH3:23])([CH3:24])[CH2:8][CH:7]=1)=[O:5])[CH3:2], predict the reactants needed to synthesize it. The reactants are: [CH2:1]([O:3][C:4]([C:6]1[C:15]2[C:10](=[CH:11][C:12]([C:17]#[C:18][Si](C)(C)C)=[C:13]([CH3:16])[CH:14]=2)[C:9]([CH3:24])([CH3:23])[CH2:8][CH:7]=1)=[O:5])[CH3:2].C(=O)([O-])[O-].[K+].[K+]. (3) The reactants are: [C:1]1([CH:7]([N:18]2[CH2:23][CH2:22][NH:21][CH2:20][CH2:19]2)[C:8]2[CH:13]=[CH:12][CH:11]=[C:10]([C:14]([F:17])([F:16])[F:15])[CH:9]=2)[CH:6]=[CH:5][CH:4]=[CH:3][CH:2]=1.Br[CH2:25][C:26]([O:28][CH3:29])=[O:27].C(N(CC)CC)C. Given the product [C:1]1([C@@H:7]([C:8]2[CH:13]=[CH:12][CH:11]=[C:10]([C:14]([F:15])([F:17])[F:16])[CH:9]=2)[N:18]2[CH2:23][CH2:22][N:21]([CH2:25][C:26]([O:28][CH3:29])=[O:27])[CH2:20][CH2:19]2)[CH:2]=[CH:3][CH:4]=[CH:5][CH:6]=1, predict the reactants needed to synthesize it. (4) Given the product [O:8]1[C:5]2[CH:6]=[CH:7][C:2]([C:14]3[CH:20]=[CH:19][C:17]([NH2:18])=[CH:16][CH:15]=3)=[CH:3][C:4]=2[O:10][CH2:9]1, predict the reactants needed to synthesize it. The reactants are: B(O)(O)[C:2]1[CH:7]=[CH:6][C:5]2[O:8][CH2:9][O:10][C:4]=2[CH:3]=1.I[C:14]1[CH:20]=[CH:19][C:17]([NH2:18])=[CH:16][CH:15]=1.C(=O)([O-])[O-].[Cs+].[Cs+]. (5) Given the product [C:15]([C:14]1[CH:13]=[C:12]([C:9](=[O:11])[CH2:10][C:3]([O:6][CH3:7])=[O:8])[CH:19]=[CH:18][CH:17]=1)#[N:16], predict the reactants needed to synthesize it. The reactants are: [H-].[Na+].[C:3](=[O:8])([O:6][CH3:7])OC.[C:9]([C:12]1[CH:13]=[C:14]([CH:17]=[CH:18][CH:19]=1)[C:15]#[N:16])(=[O:11])[CH3:10]. (6) Given the product [F:1][C:2]1[CH:15]=[C:14]([N+:16]([O-:18])=[O:17])[CH:13]=[CH:12][C:3]=1[O:4][C:5]1[N:10]=[CH:9][N:8]=[C:7]([NH:11][C:20]([N:39]2[CH2:40][CH2:41][CH:36]([CH2:35][N:31]3[CH2:34][CH2:33][CH2:32]3)[CH2:37][CH2:38]2)=[O:21])[CH:6]=1, predict the reactants needed to synthesize it. The reactants are: [F:1][C:2]1[CH:15]=[C:14]([N+:16]([O-:18])=[O:17])[CH:13]=[CH:12][C:3]=1[O:4][C:5]1[N:10]=[CH:9][N:8]=[C:7]([NH2:11])[CH:6]=1.Cl[C:20](OC1C=CC=CC=1)=[O:21].Cl.Cl.[N:31]1([CH2:35][CH:36]2[CH2:41][CH2:40][NH:39][CH2:38][CH2:37]2)[CH2:34][CH2:33][CH2:32]1. (7) Given the product [F:33][C:21]1[C:22]([C:24]2[N:28]([CH:29]([CH3:30])[CH3:31])[C:27]([CH3:32])=[N:26][CH:25]=2)=[N:16][C:15]([NH:14][C:11]2[CH:12]=[N:13][C:8]([N:2]3[CH2:7][CH2:6][O:5][CH2:4][CH2:3]3)=[CH:9][CH:10]=2)=[N:17][CH:20]=1, predict the reactants needed to synthesize it. The reactants are: Cl.[N:2]1([C:8]2[N:13]=[CH:12][C:11]([NH:14][C:15]([NH2:17])=[NH:16])=[CH:10][CH:9]=2)[CH2:7][CH2:6][O:5][CH2:4][CH2:3]1.CN(C)/[CH:20]=[C:21](\[F:33])/[C:22]([C:24]1[N:28]([CH:29]([CH3:31])[CH3:30])[C:27]([CH3:32])=[N:26][CH:25]=1)=O.C[O-].[Na+]. (8) Given the product [CH2:7]([N:14]1[CH2:19][CH2:18][C:17](=[CH2:1])[C:16]([F:22])([F:21])[CH2:15]1)[C:8]1[CH:13]=[CH:12][CH:11]=[CH:10][CH:9]=1, predict the reactants needed to synthesize it. The reactants are: [C:1](O[K])(C)(C)C.[CH2:7]([N:14]1[CH2:19][CH2:18][C:17](=O)[C:16]([F:22])([F:21])[CH2:15]1)[C:8]1[CH:13]=[CH:12][CH:11]=[CH:10][CH:9]=1.CCCCCC.O. (9) Given the product [CH2:19]([C:18]1[CH2:2][C:3]2([CH2:4][N:5]3[CH2:10][CH2:9][CH:8]2[CH2:7][CH2:6]3)[O:22][N:21]=1)[CH3:20], predict the reactants needed to synthesize it. The reactants are: B.[CH2:2]=[C:3]1[CH:8]2[CH2:9][CH2:10][N:5]([CH2:6][CH2:7]2)[CH2:4]1.C(N(CC)CC)C.[C:18](Cl)(=[N:21][OH:22])[CH2:19][CH3:20].O.